From a dataset of Experimentally validated miRNA-target interactions with 360,000+ pairs, plus equal number of negative samples. Binary Classification. Given a miRNA mature sequence and a target amino acid sequence, predict their likelihood of interaction. (1) Result: 0 (no interaction). The miRNA is cel-miR-248 with sequence AUACACGUGCACGGAUAACGCUCA. The protein sequence of the target gene is MNSTWDGNQSSHPFCLLALGYLETVRFCLLEVLIIVFLTVLIISGNIIVIFVFHCAPLLNHHSTSYFIQTMAYADLLVGVSCLVPSLSLLYYPLPIEEAMTCQVFGFVVSVLKSISMASLACISIDRYIAITKPLTYNTLVTPWRLRLCIFLIWLYSTLVFLPSFFHWGKPGYHGDVFQWCAESWHTNSYFTLFIVMMLYAPAALIVCFTYFNIFRICQQHTKEISERQARFSSQNGETGEPQTCPDKRYAMVLFRITSVFYVLWLPYIIYFLLESSTGCSSRLASFLTTWLAISNSFCN.... (2) The miRNA is hsa-miR-3194-3p with sequence AGCUCUGCUGCUCACUGGCAGU. The protein sequence of the target gene is MALRLLRRAARGAAAAALLRLKASLAADIPRLGYSSSSHHKYIPRRAVLYVPGNDEKKIKKIPSLNVDCAVLDCEDGVAANKKNEARLRIVKTLEDIDLGPTEKCVRVNSVSSGLAEEDLETLLQSRVLPSSLMLPKVESPEEIQWFADKFSFHLKGRKLEQPMNLIPFVETAMGLLNFKAVCEETLKVGPQVGLFLDAVVFGGEDFRASIGATSSKETLDILYARQKIVVIAKAFGLQAIDLVYIDFRDGAGLLRQSREGAAMGFTGKQVIHPNQIAVVQEQFSPSPEKIKWAEELIAA.... Result: 0 (no interaction). (3) The miRNA is mmu-miR-1193-5p with sequence UGGUAGACCGGUGACGUACA. The protein sequence of the target gene is MSAAVACVDYFAADVLMAISSGAVVHRGRPGPEGAGPAAGLDVRAARREAASPGTPGPPPPPPAASGPGPGAAAAPHLLAASILADLRGGPGAAPGGASPASSSSAASSPSSGRAPGAAPSAAAKSHRCPFPDCAKAYYKSSHLKSHLRTHTGERPFACDWQGCDKKFARSDELARHHRTHTGEKRFSCPLCSKRFTRSDHLAKHARRHPGFHPDLLRRPGARSTSPSDSLPCSLAGSPAPSPAPSPAPAGL. Result: 0 (no interaction).